From a dataset of Catalyst prediction with 721,799 reactions and 888 catalyst types from USPTO. Predict which catalyst facilitates the given reaction. (1) Reactant: [C:1](=O)([O-])[O-].[Cs+].[Cs+].[CH2:7]([O:14][C:15]1[CH:20]=[CH:19][C:18]([CH2:21][CH2:22][CH:23]([S:29]([CH3:32])(=[O:31])=[O:30])[C:24]([O:26][CH2:27][CH3:28])=[O:25])=[CH:17][CH:16]=1)[C:8]1[CH:13]=[CH:12][CH:11]=[CH:10][CH:9]=1.IC.Cl. Product: [CH2:7]([O:14][C:15]1[CH:20]=[CH:19][C:18]([CH2:21][CH2:22][C:23]([CH3:1])([S:29]([CH3:32])(=[O:30])=[O:31])[C:24]([O:26][CH2:27][CH3:28])=[O:25])=[CH:17][CH:16]=1)[C:8]1[CH:9]=[CH:10][CH:11]=[CH:12][CH:13]=1. The catalyst class is: 3. (2) Reactant: [F:1][C:2]1[CH:7]=[C:6]([F:8])[CH:5]=[CH:4][C:3]=1[CH2:9][CH2:10][C:11]1[N:16]([CH2:17][C:18]([O:20]CC)=[O:19])[C:15]2[N:23]=[CH:24][CH:25]=[CH:26][C:14]=2[C:13](=[O:27])[N:12]=1.[OH-].[Li+]. Product: [F:1][C:2]1[CH:7]=[C:6]([F:8])[CH:5]=[CH:4][C:3]=1[CH2:9][CH2:10][C:11]1[N:16]([CH2:17][C:18]([OH:20])=[O:19])[C:15]2[N:23]=[CH:24][CH:25]=[CH:26][C:14]=2[C:13](=[O:27])[N:12]=1. The catalyst class is: 40. (3) Reactant: [Cl:1][C:2]1[CH:3]=[C:4]2[C:10](B3OC(C)(C)C(C)(C)O3)=[CH:9][N:8]([S:20]([C:23]3[CH:28]=[CH:27][C:26]([CH3:29])=[CH:25][CH:24]=3)(=[O:22])=[O:21])[C:5]2=[N:6][CH:7]=1.Cl[C:31]1[N:36]=[C:35]([NH:37][C@H:38]2[CH2:43][CH2:42][CH2:41][C:40]([CH3:45])([OH:44])[CH2:39]2)[C:34]([F:46])=[CH:33][N:32]=1.C([O-])([O-])=O.[Na+].[Na+]. Product: [Cl:1][C:2]1[CH:3]=[C:4]2[C:10]([C:31]3[N:36]=[C:35]([NH:37][C@H:38]4[CH2:43][CH2:42][CH2:41][C:40]([CH3:45])([OH:44])[CH2:39]4)[C:34]([F:46])=[CH:33][N:32]=3)=[CH:9][N:8]([S:20]([C:23]3[CH:24]=[CH:25][C:26]([CH3:29])=[CH:27][CH:28]=3)(=[O:21])=[O:22])[C:5]2=[N:6][CH:7]=1. The catalyst class is: 216.